This data is from Peptide-MHC class II binding affinity with 134,281 pairs from IEDB. The task is: Regression. Given a peptide amino acid sequence and an MHC pseudo amino acid sequence, predict their binding affinity value. This is MHC class II binding data. (1) The peptide sequence is AIKAGTGGAYESYKF. The MHC is DRB1_0301 with pseudo-sequence DRB1_0301. The binding affinity (normalized) is 0. (2) The binding affinity (normalized) is 0.385. The peptide sequence is EKKYFASTQFEPLAA. The MHC is HLA-DQA10501-DQB10201 with pseudo-sequence HLA-DQA10501-DQB10201. (3) The peptide sequence is TDALRTLGSTSADEV. The MHC is HLA-DQA10501-DQB10301 with pseudo-sequence HLA-DQA10501-DQB10301. The binding affinity (normalized) is 0.353. (4) The peptide sequence is MQVKVSKGAPCRIPV. The MHC is HLA-DQA10102-DQB10501 with pseudo-sequence HLA-DQA10102-DQB10501. The binding affinity (normalized) is 0.470. (5) The peptide sequence is GAYFVSSGKYEGGNI. The MHC is DRB1_0701 with pseudo-sequence DRB1_0701. The binding affinity (normalized) is 0.625. (6) The peptide sequence is YVGHDEFDAFVAYHI. The MHC is HLA-DQA10102-DQB10502 with pseudo-sequence HLA-DQA10102-DQB10502. The binding affinity (normalized) is 0.212. (7) The peptide sequence is TAAINKGILVTVNPI. The MHC is DRB1_0802 with pseudo-sequence DRB1_0802. The binding affinity (normalized) is 0.456. (8) The peptide sequence is EKKSFAATQFEPLAA. The MHC is DRB1_0701 with pseudo-sequence DRB1_0701. The binding affinity (normalized) is 0.803. (9) The peptide sequence is EKHYFAATQFEPLAA. The MHC is HLA-DPA10201-DPB10101 with pseudo-sequence HLA-DPA10201-DPB10101. The binding affinity (normalized) is 0.590. (10) The peptide sequence is NSCAKNYNCKILPNT. The MHC is HLA-DQA10501-DQB10201 with pseudo-sequence HLA-DQA10501-DQB10201. The binding affinity (normalized) is 0.